From a dataset of Forward reaction prediction with 1.9M reactions from USPTO patents (1976-2016). Predict the product of the given reaction. (1) Given the reactants [NH2:1][C:2]1[CH:12]=[CH:11][C:5]([C:6]([N:8]([CH3:10])[CH3:9])=O)=[C:4]([C:13]([F:16])([F:15])[F:14])[CH:3]=1.CSC.CO, predict the reaction product. The product is: [CH3:10][N:8]([CH2:6][C:5]1[CH:11]=[CH:12][C:2]([NH2:1])=[CH:3][C:4]=1[C:13]([F:14])([F:16])[F:15])[CH3:9]. (2) Given the reactants [F:1][C:2]([F:20])([F:19])[C:3]1[CH:4]=[C:5](C(C)(C)C(O)=O)[CH:6]=[C:7]([C:9]([F:12])([F:11])[F:10])[CH:8]=1.CC[N:23]([CH2:26]C)CC.C1(P(N=[N+]=[N-])(C2C=CC=CC=2)=[O:35])C=CC=CC=1.[CH:45]1[CH:50]=CC=C[CH:46]=1, predict the reaction product. The product is: [F:20][C:2]([F:1])([F:19])[C:3]1[CH:4]=[CH:5][CH:6]=[C:7]([C:9]([F:10])([F:11])[F:12])[C:8]=1[C:45]([N:23]=[C:26]=[O:35])([CH3:50])[CH3:46]. (3) The product is: [Br:16][C:17]1[CH:22]=[CH:21][C:20]([F:23])=[C:19]([B:24]([OH:29])[OH:25])[CH:18]=1. Given the reactants CC1(C)CCCC(C)(C)N1.C([Li])CCC.[Br:16][C:17]1[CH:22]=[CH:21][C:20]([F:23])=[CH:19][CH:18]=1.[B:24](OC(C)C)([O:29]C(C)C)[O:25]C(C)C, predict the reaction product. (4) Given the reactants N1(C(=S)NC2[S:9][C:10]3[CH:16]=[C:15]([NH:17][C:18](=[O:20])[CH3:19])[CH:14]=[CH:13][C:11]=3[N:12]=2)C=CN=C1.[CH2:22]([N:24]([CH2:27][CH3:28])[CH2:25][CH3:26])[CH3:23].[CH:29]([N:32]=C=NC(C)C)(C)C.[CH:38](Cl)(Cl)Cl.C[N:43]([CH3:46])[CH:44]=[O:45], predict the reaction product. The product is: [N:24]12[CH2:27][CH2:28][CH:38]([CH2:26][CH2:25]1)[C@@:23]1([O:45][C:44]([NH:43][C:46]3[S:9][C:10]4[CH:16]=[C:15]([NH:17][C:18](=[O:20])[CH3:19])[CH:14]=[CH:13][C:11]=4[N:12]=3)=[N:32][CH2:29]1)[CH2:22]2. (5) The product is: [S:1]1[C:5]2[CH:6]=[CH:7][CH:8]=[CH:9][C:4]=2[N:3]=[C:2]1[N:10]1[C:15](=[O:14])[CH:16]=[C:17]([C:18]2[S:19][CH:20]=[CH:21][CH:22]=2)[NH:11]1. Given the reactants [S:1]1[C:5]2[CH:6]=[CH:7][CH:8]=[CH:9][C:4]=2[N:3]=[C:2]1[NH:10][NH2:11].C([O:14][C:15](=O)[CH2:16][C:17](=O)[C:18]1[S:19][CH:20]=[CH:21][CH:22]=1)C, predict the reaction product. (6) Given the reactants O.[OH-].[Li+].C[O:5][C:6](=[O:30])[C:7]1[CH:12]=[CH:11][C:10]([CH2:13][CH2:14][C:15]([N:17]2[CH2:22][CH2:21][N:20]([CH2:23][CH2:24][C:25]([CH3:28])([CH3:27])[CH3:26])[CH2:19][CH2:18]2)=[O:16])=[C:9]([CH3:29])[CH:8]=1, predict the reaction product. The product is: [CH3:26][C:25]([CH3:28])([CH3:27])[CH2:24][CH2:23][N:20]1[CH2:21][CH2:22][N:17]([C:15](=[O:16])[CH2:14][CH2:13][C:10]2[CH:11]=[CH:12][C:7]([C:6]([OH:30])=[O:5])=[CH:8][C:9]=2[CH3:29])[CH2:18][CH2:19]1.